From a dataset of Catalyst prediction with 721,799 reactions and 888 catalyst types from USPTO. Predict which catalyst facilitates the given reaction. (1) Reactant: [H-].[Na+].[NH:3]1[CH2:10][CH2:9][CH2:8][CH2:7][CH2:6][CH2:5][C:4]1=[O:11].Br[CH2:13][CH2:14][CH2:15][CH:16]=[CH2:17]. Product: [CH2:17]([N:3]1[CH2:10][CH2:9][CH2:8][CH2:7][CH2:6][CH2:5][C:4]1=[O:11])[CH2:16][CH2:15][CH:14]=[CH2:13]. The catalyst class is: 9. (2) Reactant: [CH2:1]([CH:7]1[NH:12][C:11](=O)[CH:10]([CH2:14][CH2:15][CH2:16][CH2:17][CH2:18][CH3:19])[NH:9][C:8]1=O)[CH2:2][CH2:3][CH2:4][CH2:5][CH3:6].P(Br)(Br)(O[Br:24])=O. The catalyst class is: 22. Product: [Br:24][C:8]1[C:7]([CH2:1][CH2:2][CH2:3][CH2:4][CH2:5][CH3:6])=[N:12][CH:11]=[C:10]([CH2:14][CH2:15][CH2:16][CH2:17][CH2:18][CH3:19])[N:9]=1. (3) The catalyst class is: 9. Reactant: [Br:1][C:2]1[C:3](=[O:29])[N:4]([C:19]2[CH:20]=[C:21]([CH:25]=[CH:26][C:27]=2[F:28])[C:22](O)=[O:23])[C:5]([CH3:18])=[CH:6][C:7]=1[O:8][CH2:9][C:10]1[CH:15]=[CH:14][C:13]([F:16])=[CH:12][C:11]=1[F:17].O[N:31]1[C:35]2C=CC=C[C:34]=2[N:33]=N1.N=C=N.[CH3:43]N.CN=C=O.O1CC[CH2:51][CH2:50]1. Product: [Br:1][C:2]1[C:3](=[O:29])[N:4]([C:19]2[CH:20]=[C:21]([C:22]([N:33]3[CH2:34][CH2:35][N:31]([CH3:43])[CH2:51][CH2:50]3)=[O:23])[CH:25]=[CH:26][C:27]=2[F:28])[C:5]([CH3:18])=[CH:6][C:7]=1[O:8][CH2:9][C:10]1[CH:15]=[CH:14][C:13]([F:16])=[CH:12][C:11]=1[F:17]. (4) Reactant: [CH3:1][O:2][C:3]1[CH:8]=[C:7]([C:9]([O:11][CH3:12])=[O:10])[CH:6]=[CH:5][C:4]=1[C:13]([O:15]C)=[O:14].[OH-].[K+].[CH2:19](OC(C1C=CC(C(O)=O)=CC=1OC)=O)C. Product: [CH2:12]([O:11][C:9]([C:7]1[CH:6]=[CH:5][C:4]([C:13]([OH:15])=[O:14])=[C:3]([O:2][CH3:1])[CH:8]=1)=[O:10])[CH3:19]. The catalyst class is: 14.